This data is from Forward reaction prediction with 1.9M reactions from USPTO patents (1976-2016). The task is: Predict the product of the given reaction. (1) Given the reactants [CH3:1][O:2][C:3]([C:5]1[C:15]2[O:14][C:13]3[C:16]([CH:22]=[O:23])=[C:17]([OH:21])[CH:18]=[C:19]([CH3:20])[C:12]=3[C:11](=[O:24])[O:10][C:9]=2[C:8]([CH3:25])=[C:7]([OH:26])[CH:6]=1)=[O:4].[C:27]([O-])([O-])=O.[K+].[K+].CI, predict the reaction product. The product is: [CH3:1][O:2][C:3]([C:5]1[C:15]2[O:14][C:13]3[C:16]([CH:22]=[O:23])=[C:17]([OH:21])[CH:18]=[C:19]([CH3:20])[C:12]=3[C:11](=[O:24])[O:10][C:9]=2[C:8]([CH3:25])=[C:7]([O:26][CH3:27])[CH:6]=1)=[O:4]. (2) Given the reactants Br[C:2]1[C:12]2[O:11][CH2:10][CH2:9][N:8]([C:13]([O:15][C:16]([CH3:19])([CH3:18])[CH3:17])=[O:14])[CH2:7][C:6]=2[CH:5]=[CH:4][CH:3]=1.[CH3:20][C:21]([CH3:26])=[CH:22]B(O)O.C(=O)([O-])[O-].[Na+].[Na+].O, predict the reaction product. The product is: [CH3:22][C:21]([CH3:26])=[CH:20][C:2]1[C:12]2[O:11][CH2:10][CH2:9][N:8]([C:13]([O:15][C:16]([CH3:19])([CH3:18])[CH3:17])=[O:14])[CH2:7][C:6]=2[CH:5]=[CH:4][CH:3]=1. (3) Given the reactants [CH3:1][C:2](C)([O-])[CH3:3].[K+].C[C@@H]1C[C:24]2[CH2:23][C:22](=[O:26])[CH2:21][CH2:20][C:19]=2[C@@H:18]2[C@@H:9]1[C@H:10]1[C@@:14]([CH2:16][CH2:17]2)([CH3:15])[C@@H:13](O)[CH2:12][CH2:11]1.[CH2:28]1COCC1, predict the reaction product. The product is: [CH3:28][C@@H:17]1[CH2:16][C:14]2[CH2:15][C:2](=[CH2:1])[CH2:3][CH2:9][C:10]=2[C@@H:11]2[C@@H:18]1[C@H:19]1[C@@:20]([CH2:13][CH2:12]2)([CH3:21])[C@@H:22]([OH:26])[CH2:23][CH2:24]1. (4) Given the reactants [CH2:1]([C:8]1[N:13]=[CH:12][N:11]([C:14]2[CH:19]=[CH:18][C:17]([O:20][C:21]3[C:30]4[C:25](=[CH:26][C:27]([O:33][CH2:34][CH2:35][CH2:36][N:37]5[CH2:42][CH2:41][O:40][CH2:39][CH2:38]5)=[C:28]([O:31][CH3:32])[CH:29]=4)[N:24]=[CH:23][CH:22]=3)=[C:16]([F:43])[CH:15]=2)C(=O)C=1)[C:2]1[CH:7]=CC=CC=1.FC1C=C(NC2C=CC=CN=2)C=CC=1O.O, predict the reaction product. The product is: [F:43][C:16]1[CH:15]=[C:14]([NH:11][C:12]2[CH:7]=[CH:2][CH:1]=[CH:8][N:13]=2)[CH:19]=[CH:18][C:17]=1[O:20][C:21]1[C:30]2[C:25](=[CH:26][C:27]([O:33][CH2:34][CH2:35][CH2:36][N:37]3[CH2:38][CH2:39][O:40][CH2:41][CH2:42]3)=[C:28]([O:31][CH3:32])[CH:29]=2)[N:24]=[CH:23][CH:22]=1. (5) The product is: [Cl:1][C:2]1[CH:3]=[CH:4][C:5]([CH2:11][O:12][C:13]2[C:18]([F:19])=[CH:17][CH:16]=[CH:15][C:14]=2[F:20])=[C:6]([CH:10]=1)[C:7]([NH:22][C@H:23]([C:25]1[CH:34]=[CH:33][C:28]([C:29]([O:31][CH3:32])=[O:30])=[CH:27][CH:26]=1)[CH3:24])=[O:9]. Given the reactants [Cl:1][C:2]1[CH:3]=[CH:4][C:5]([CH2:11][O:12][C:13]2[C:18]([F:19])=[CH:17][CH:16]=[CH:15][C:14]=2[F:20])=[C:6]([CH:10]=1)[C:7]([OH:9])=O.Cl.[NH2:22][C@H:23]([C:25]1[CH:34]=[CH:33][C:28]([C:29]([O:31][CH3:32])=[O:30])=[CH:27][CH:26]=1)[CH3:24], predict the reaction product.